From a dataset of Full USPTO retrosynthesis dataset with 1.9M reactions from patents (1976-2016). Predict the reactants needed to synthesize the given product. (1) Given the product [ClH:1].[NH2:46][CH2:45][C@H:42]1[CH2:41][CH2:40][C@H:39]([C:37]([NH:36][C@@H:20]([CH2:19][C:15]2[CH:14]=[C:13]([C:11]3[CH:12]=[C:7]([S:4](=[O:5])(=[O:6])[N:3]([CH3:2])[CH3:55])[CH:8]=[CH:9][C:10]=3[CH3:54])[CH:18]=[CH:17][CH:16]=2)[C:21](=[O:35])[NH:22][C:23]2[CH:24]=[CH:25][C:26]([C:29]3[NH:33][C:32](=[O:34])[O:31][N:30]=3)=[CH:27][CH:28]=2)=[O:38])[CH2:44][CH2:43]1, predict the reactants needed to synthesize it. The reactants are: [ClH:1].[CH3:2][N:3]([CH3:55])[S:4]([C:7]1[CH:8]=[CH:9][C:10]([CH3:54])=[C:11]([C:13]2[CH:18]=[CH:17][CH:16]=[C:15]([CH2:19][C@H:20]([NH:36][C:37]([C@H:39]3[CH2:44][CH2:43][C@H:42]([CH2:45][NH:46]C(=O)OC(C)(C)C)[CH2:41][CH2:40]3)=[O:38])[C:21](=[O:35])[NH:22][C:23]3[CH:28]=[CH:27][C:26]([C:29]4[NH:33][C:32](=[O:34])[O:31][N:30]=4)=[CH:25][CH:24]=3)[CH:14]=2)[CH:12]=1)(=[O:6])=[O:5].C(#N)C. (2) Given the product [CH3:6][NH:7][CH:8]1[CH2:13][CH2:12][N:11]([C:14]2[N:22]=[CH:21][N:20]=[C:19]3[C:15]=2[N:16]=[CH:17][NH:18]3)[CH2:10][CH2:9]1, predict the reactants needed to synthesize it. The reactants are: C(O[C:6](=O)[N:7](C)[CH:8]1[CH2:13][CH2:12][N:11]([C:14]2[N:22]=[CH:21][N:20]=[C:19]3[C:15]=2[N:16]=[CH:17][N:18]3C2CCCCO2)[CH2:10][CH2:9]1)(C)(C)C.Cl. (3) Given the product [C:3]([C:5]1([C:6]2[CH:15]=[CH:14][CH:13]=[CH:12][C:7]=2[C:8]([O:10][CH3:11])=[O:9])[CH2:18][CH2:17]1)#[N:4], predict the reactants needed to synthesize it. The reactants are: [H-].[Na+].[C:3]([CH2:5][C:6]1[CH:15]=[CH:14][CH:13]=[CH:12][C:7]=1[C:8]([O:10][CH3:11])=[O:9])#[N:4].Br[CH2:17][CH2:18]Cl. (4) The reactants are: [CH3:1][O:2][C:3]1[CH:4]=[C:5]([CH:23]=[CH:24][C:25]=1[O:26][CH3:27])[CH2:6][CH:7]1[C:16]2[C:11](=[C:12]([O:21][CH3:22])[C:13]([O:19][CH3:20])=[C:14]([O:17][CH3:18])[CH:15]=2)[CH2:10][CH2:9][NH:8]1.Br[CH2:29][C:30](Br)=[O:31].[NH2:33][CH:34]1[C:42]2[C:37](=[CH:38][CH:39]=[CH:40][CH:41]=2)[CH2:36][CH2:35]1. Given the product [CH3:1][O:2][C:3]1[CH:4]=[C:5]([CH:23]=[CH:24][C:25]=1[O:26][CH3:27])[CH2:6][CH:7]1[C:16]2[C:11](=[C:12]([O:21][CH3:22])[C:13]([O:19][CH3:20])=[C:14]([O:17][CH3:18])[CH:15]=2)[CH2:10][CH2:9][N:8]1[CH2:29][C:30]([NH:33][CH:34]1[C:42]2[C:37](=[CH:38][CH:39]=[CH:40][CH:41]=2)[CH2:36][CH2:35]1)=[O:31], predict the reactants needed to synthesize it.